From a dataset of Full USPTO retrosynthesis dataset with 1.9M reactions from patents (1976-2016). Predict the reactants needed to synthesize the given product. (1) Given the product [S:4]1[C:5]2[C:6](=[N:7][CH:8]=[CH:9][CH:10]=2)[C:2]([NH:11][CH2:12][CH2:13][CH2:14][NH2:15])=[N:3]1, predict the reactants needed to synthesize it. The reactants are: Br[C:2]1[C:6]2=[N:7][CH:8]=[CH:9][CH:10]=[C:5]2[S:4][N:3]=1.[NH2:11][CH2:12][CH2:13][CH2:14][NH2:15]. (2) Given the product [CH2:1]([O:3][C:4]([C:6]1[C:7]([CH3:18])=[C:8]2[C:13]([NH:32][C:29]3[CH:28]=[CH:27][C:26]([O:19][C:20]4[CH:25]=[CH:24][CH:23]=[CH:22][CH:21]=4)=[CH:31][N:30]=3)=[C:12]([C:15]#[N:16])[CH:11]=[N:10][N:9]2[CH:17]=1)=[O:5])[CH3:2], predict the reactants needed to synthesize it. The reactants are: [CH2:1]([O:3][C:4]([C:6]1[C:7]([CH3:18])=[C:8]2[C:13](Cl)=[C:12]([C:15]#[N:16])[CH:11]=[N:10][N:9]2[CH:17]=1)=[O:5])[CH3:2].[O:19]([C:26]1[CH:27]=[CH:28][C:29]([NH2:32])=[N:30][CH:31]=1)[C:20]1[CH:25]=[CH:24][CH:23]=[CH:22][CH:21]=1.C(OC(C1C(C)=C2C(NC3C=CC(SC4N(C)C=CN=4)=C(Cl)C=3)=C(C#N)C=NN2C=1)=O)C.CN(C=O)C. (3) Given the product [C:32]([O:31][C:29]([NH:28][CH2:27][C:23]1[CH:22]=[C:21]([C:17]2[CH:18]=[CH:19][CH:20]=[C:15]([CH2:14][O:13][C:4]3[CH:3]=[C:2]([C:36]#[N:37])[CH:7]=[CH:6][C:5]=3[CH2:8][C:9]([O:11][CH3:12])=[O:10])[CH:16]=2)[CH:26]=[CH:25][CH:24]=1)=[O:30])([CH3:35])([CH3:34])[CH3:33], predict the reactants needed to synthesize it. The reactants are: Br[C:2]1[CH:7]=[CH:6][C:5]([CH2:8][C:9]([O:11][CH3:12])=[O:10])=[C:4]([O:13][CH2:14][C:15]2[CH:16]=[C:17]([C:21]3[CH:26]=[CH:25][CH:24]=[C:23]([CH2:27][NH:28][C:29]([O:31][C:32]([CH3:35])([CH3:34])[CH3:33])=[O:30])[CH:22]=3)[CH:18]=[CH:19][CH:20]=2)[CH:3]=1.[CH3:36][N:37](C=O)C.